Dataset: Peptide-MHC class I binding affinity with 185,985 pairs from IEDB/IMGT. Task: Regression. Given a peptide amino acid sequence and an MHC pseudo amino acid sequence, predict their binding affinity value. This is MHC class I binding data. (1) The peptide sequence is VILQNPFLL. The MHC is H-2-Kb with pseudo-sequence H-2-Kb. The binding affinity (normalized) is 0.140. (2) The peptide sequence is EYRKILRQR. The MHC is HLA-A11:01 with pseudo-sequence HLA-A11:01. The binding affinity (normalized) is 0. (3) The peptide sequence is MTPINPML. The MHC is Mamu-A01 with pseudo-sequence Mamu-A01. The binding affinity (normalized) is 0.845. (4) The peptide sequence is WRDDSRGRW. The MHC is HLA-B35:01 with pseudo-sequence HLA-B35:01. The binding affinity (normalized) is 0.0847. (5) The peptide sequence is RRQGNIYPK. The MHC is HLA-B35:01 with pseudo-sequence HLA-B35:01. The binding affinity (normalized) is 0.0847. (6) The binding affinity (normalized) is 0. The MHC is HLA-B53:01 with pseudo-sequence HLA-B53:01. The peptide sequence is RPQKRPSCI.